Dataset: Forward reaction prediction with 1.9M reactions from USPTO patents (1976-2016). Task: Predict the product of the given reaction. (1) Given the reactants [CH3:1][Li].[CH2:3]([O:10][C:11]1[C:12]([N:18]2[CH2:22][CH2:21][CH2:20][CH2:19]2)=[N:13][C:14](I)=[CH:15][CH:16]=1)[C:4]1[CH:9]=[CH:8][CH:7]=[CH:6][CH:5]=1, predict the reaction product. The product is: [CH2:3]([O:10][C:11]1[C:12]([N:18]2[CH2:22][CH2:21][CH2:20][CH2:19]2)=[N:13][C:14]([CH3:1])=[CH:15][CH:16]=1)[C:4]1[CH:9]=[CH:8][CH:7]=[CH:6][CH:5]=1. (2) Given the reactants [Br:1][C:2]1[CH:3]=[CH:4][C:5]2[N:9]=[C:8](Cl)[NH:7][C:6]=2[CH:11]=1.[CH2:12]([N:14](CC)CC)C.Cl.CN, predict the reaction product. The product is: [Br:1][C:2]1[CH:3]=[CH:4][C:5]2[N:9]=[C:8]([NH:14][CH3:12])[NH:7][C:6]=2[CH:11]=1. (3) Given the reactants C(OC([NH:11][C@H:12]1[CH2:17][CH2:16][N:15]([C:18]2[CH:19]=[CH:20][C:21]([O:28][CH3:29])=[C:22]([CH:27]=2)[C:23]([O:25][CH3:26])=[O:24])[CH2:14][C@H:13]1[O:30][CH3:31])=O)C1C=CC=CC=1.CO, predict the reaction product. The product is: [NH2:11][C@H:12]1[CH2:17][CH2:16][N:15]([C:18]2[CH:19]=[CH:20][C:21]([O:28][CH3:29])=[C:22]([CH:27]=2)[C:23]([O:25][CH3:26])=[O:24])[CH2:14][C@H:13]1[O:30][CH3:31]. (4) Given the reactants C([O:8][C:9]1[C:10]([N+:25]([O-:27])=[O:26])=[C:11]([CH:22]=[CH:23][CH:24]=1)[C:12]([NH:14][C:15]1[CH:20]=[CH:19][C:18]([Br:21])=[CH:17][N:16]=1)=[O:13])C1C=CC=CC=1.CC1C(C)=C(C)C(C)=C(C)C=1, predict the reaction product. The product is: [Br:21][C:18]1[CH:19]=[CH:20][C:15]([NH:14][C:12](=[O:13])[C:11]2[CH:22]=[CH:23][CH:24]=[C:9]([OH:8])[C:10]=2[N+:25]([O-:27])=[O:26])=[N:16][CH:17]=1. (5) Given the reactants [F:1][CH:2]([F:28])[O:3][C:4]1[CH:9]=[C:8]([CH:10]2[CH2:15][CH2:14][NH:13][CH2:12][CH2:11]2)[CH:7]=[CH:6][C:5]=1[N:16]([CH3:27])[C:17]1[N:22]=[CH:21][C:20]2[N:23]=[CH:24][N:25]([CH3:26])[C:19]=2[CH:18]=1.C(N(CC)CC)C.[CH3:36][S:37](Cl)(=[O:39])=[O:38], predict the reaction product. The product is: [F:28][CH:2]([F:1])[O:3][C:4]1[CH:9]=[C:8]([CH:10]2[CH2:15][CH2:14][N:13]([S:37]([CH3:36])(=[O:39])=[O:38])[CH2:12][CH2:11]2)[CH:7]=[CH:6][C:5]=1[N:16]([CH3:27])[C:17]1[N:22]=[CH:21][C:20]2[N:23]=[CH:24][N:25]([CH3:26])[C:19]=2[CH:18]=1. (6) The product is: [CH2:42]([N:44]1[C:48]([NH:49][C:29](=[O:31])[C:28]2[CH:32]=[C:24]([F:23])[CH:25]=[N:26][C:27]=2[O:33][C:34]2[CH:39]=[CH:38][CH:37]=[C:36]([S:40][CH3:41])[CH:35]=2)=[CH:47][CH:46]=[N:45]1)[CH3:43]. Given the reactants Cl.CN(C)CCCN=C=NCC.ON1C2C=CC=CC=2N=N1.[F:23][C:24]1[CH:25]=[N:26][C:27]([O:33][C:34]2[CH:39]=[CH:38][CH:37]=[C:36]([S:40][CH3:41])[CH:35]=2)=[C:28]([CH:32]=1)[C:29]([OH:31])=O.[CH2:42]([N:44]1[C:48]([NH2:49])=[CH:47][CH:46]=[N:45]1)[CH3:43], predict the reaction product.